The task is: Predict the product of the given reaction.. This data is from Forward reaction prediction with 1.9M reactions from USPTO patents (1976-2016). (1) Given the reactants Cl[C:2]1[C:7]([C:8]2[CH:13]=[CH:12][N:11]=[C:10]([S:14][CH3:15])[N:9]=2)=[CH:6][CH:5]=[CH:4][N:3]=1.[NH2:16][C:17]1[CH:22]=[CH:21][C:20]([OH:23])=[CH:19][CH:18]=1.C(=O)([O-])[O-].[Cs+].[Cs+], predict the reaction product. The product is: [CH3:15][S:14][C:10]1[N:9]=[C:8]([C:7]2[C:2]([O:23][C:20]3[CH:21]=[CH:22][C:17]([NH2:16])=[CH:18][CH:19]=3)=[N:3][CH:4]=[CH:5][CH:6]=2)[CH:13]=[CH:12][N:11]=1. (2) Given the reactants [CH:1]1([NH:7][C:8]([C:10]2[C:14]([CH2:15][OH:16])=[C:13]([C:17]3[CH:22]=[CH:21][C:20]([OH:23])=[CH:19][CH:18]=3)[N:12]([C:24]3[CH:29]=[CH:28][C:27]([Cl:30])=[CH:26][C:25]=3[Cl:31])[N:11]=2)=[O:9])[CH2:6][CH2:5][CH2:4][CH2:3][CH2:2]1.C(N(CC)CC)C.[F:39][C:40]([F:48])([F:47])[CH2:41][CH2:42][S:43](Cl)(=[O:45])=[O:44], predict the reaction product. The product is: [CH:1]1([NH:7][C:8]([C:10]2[C:14]([CH2:15][OH:16])=[C:13]([C:17]3[CH:18]=[CH:19][C:20]([O:23][S:43]([CH2:42][CH2:41][C:40]([F:48])([F:47])[F:39])(=[O:45])=[O:44])=[CH:21][CH:22]=3)[N:12]([C:24]3[CH:29]=[CH:28][C:27]([Cl:30])=[CH:26][C:25]=3[Cl:31])[N:11]=2)=[O:9])[CH2:6][CH2:5][CH2:4][CH2:3][CH2:2]1.